Dataset: Reaction yield outcomes from USPTO patents with 853,638 reactions. Task: Predict the reaction yield, written as a fraction of the theoretical maximum amount of product (1.0 means a 100% yield; for example, 0.34 means a 34% yield). (1) The reactants are [CH2:1]([C:5]1[N:6]=[C:7]([CH:27]2[CH2:29][CH2:28]2)[NH:8][C:9](=[O:26])[C:10]=1[CH2:11][C:12]1[CH:17]=[CH:16][C:15]([C:18]2[C:19]([C:24]#[N:25])=[CH:20][CH:21]=[CH:22][CH:23]=2)=[CH:14][CH:13]=1)[CH2:2][CH2:3][CH3:4].[C:30]1(B(O)O)[CH:35]=[CH:34][CH:33]=[CH:32][CH:31]=1.N1C=CC=CC=1.C(N(CC)CC)C. The catalyst is C(OCC)(=O)C.C([O-])(=O)C.[Cu+2].C([O-])(=O)C.ClCCl. The product is [CH2:1]([C:5]1[N:6]=[C:7]([CH:27]2[CH2:28][CH2:29]2)[N:8]([C:30]2[CH:35]=[CH:34][CH:33]=[CH:32][CH:31]=2)[C:9](=[O:26])[C:10]=1[CH2:11][C:12]1[CH:17]=[CH:16][C:15]([C:18]2[C:19]([C:24]#[N:25])=[CH:20][CH:21]=[CH:22][CH:23]=2)=[CH:14][CH:13]=1)[CH2:2][CH2:3][CH3:4]. The yield is 0.590. (2) The catalyst is CO. The yield is 0.930. The reactants are [Br:1]Br.[CH2:3]1[CH2:7][O:6][C:5]2[CH:8]=[CH:9][C:10]3[CH2:11][CH2:12][C@@H:13]([CH2:15][CH2:16][NH:17][C:18](=[O:21])[CH2:19][CH3:20])[C:14]=3[C:4]1=2.C([O-])(=O)C.[Na+]. The product is [Br:1][C:8]1[C:5]2[O:6][CH2:7][CH2:3][C:4]=2[C:14]2[C@H:13]([CH2:15][CH2:16][NH:17][C:18](=[O:21])[CH2:19][CH3:20])[CH2:12][CH2:11][C:10]=2[CH:9]=1. (3) The product is [NH2:8][C:9]1[NH:13][N:12]=[C:11]([NH:23][C:24]2[CH:25]=[C:26]([CH:29]=[C:30]([Cl:32])[CH:31]=2)[C:27]#[N:28])[N:10]=1. No catalyst specified. The reactants are COC1C=CC(C[N:8](CC2C=CC(OC)=CC=2)[C:9]2[N:13](CC3C=CC(OC)=CC=3)[N:12]=[C:11]([NH:23][C:24]3[CH:25]=[C:26]([CH:29]=[C:30]([Cl:32])[CH:31]=3)[C:27]#[N:28])[N:10]=2)=CC=1.C(O)(C(F)(F)F)=O. The yield is 0.420. (4) The reactants are [F:1][C:2]1[CH:7]=[CH:6][C:5]([C:8]2[CH:13]=[CH:12][C:11]([CH2:14][N:15]([C:30]3[N:31]=[CH:32][C:33]4[C:38]([C:39]=3[CH3:40])=[CH:37][CH:36]=[CH:35][CH:34]=4)[S:16]([C:19]3[CH:29]=[CH:28][C:22]([C:23]([O:25]CC)=[O:24])=[CH:21][CH:20]=3)(=[O:18])=[O:17])=[CH:10][CH:9]=2)=[CH:4][CH:3]=1.[OH-].[Na+].Cl. The catalyst is CO. The product is [F:1][C:2]1[CH:7]=[CH:6][C:5]([C:8]2[CH:9]=[CH:10][C:11]([CH2:14][N:15]([C:30]3[N:31]=[CH:32][C:33]4[C:38]([C:39]=3[CH3:40])=[CH:37][CH:36]=[CH:35][CH:34]=4)[S:16]([C:19]3[CH:29]=[CH:28][C:22]([C:23]([OH:25])=[O:24])=[CH:21][CH:20]=3)(=[O:18])=[O:17])=[CH:12][CH:13]=2)=[CH:4][CH:3]=1. The yield is 0.740. (5) The reactants are [C:1]([C:4]1[C:9]([NH:10][C:11]([C:13]2[S:14][CH:15]=[C:16]([C:18]([F:21])([F:20])[F:19])[N:17]=2)=O)=[C:8]([Cl:22])[C:7]([O:23][CH3:24])=[CH:6][CH:5]=1)(=[O:3])[CH3:2].C(C1N=C(C2C=C(O)C3C(=CC(OC)=CC=3)N=2)SC=1)(C)C. No catalyst specified. The product is [Cl:22][C:8]1[C:7]([O:23][CH3:24])=[CH:6][CH:5]=[C:4]2[C:9]=1[N:10]=[C:11]([C:13]1[S:14][CH:15]=[C:16]([C:18]([F:21])([F:20])[F:19])[N:17]=1)[CH:2]=[C:1]2[OH:3]. The yield is 0.700. (6) The yield is 0.860. The reactants are [CH3:1][NH:2][CH2:3][CH:4]1[CH2:8][C:7]2[CH:9]=[CH:10][CH:11]=[C:12]([C:13]3[CH:18]=[CH:17][CH:16]=[CH:15][C:14]=3[Cl:19])[C:6]=2[O:5]1.C(N(C(C)C)CC)(C)C.Cl[C:30]([O:32][CH2:33][C:34]1[CH:39]=[CH:38][CH:37]=[CH:36][CH:35]=1)=[O:31].C(OC(=O)NCC1CC2C=CC=C(C3CCCC3)C=2O1)C1C=CC=CC=1. The product is [Cl:19][C:14]1[CH:15]=[CH:16][CH:17]=[CH:18][C:13]=1[C:12]1[C:6]2[O:5][CH:4]([CH2:3][N:2]([CH3:1])[C:30](=[O:31])[O:32][CH2:33][C:34]3[CH:39]=[CH:38][CH:37]=[CH:36][CH:35]=3)[CH2:8][C:7]=2[CH:9]=[CH:10][CH:11]=1. No catalyst specified. (7) The product is [CH2:5]([O:12][C:13]([N:14]1[CH2:18][C:19]2[C:16](=[CH:17][CH:3]=[C:2]([CH2:1][OH:4])[CH:20]=2)[CH2:15]1)=[O:21])[C:6]1[CH:11]=[CH:10][CH:9]=[CH:8][CH:7]=1. The reactants are [CH2:1]([OH:4])[C:2]#[CH:3].[CH2:5]([O:12][C:13](=[O:21])[N:14]([CH2:18][C:19]#[CH:20])[CH2:15][C:16]#[CH:17])[C:6]1[CH:11]=[CH:10][CH:9]=[CH:8][CH:7]=1.C(Cl)Cl. The catalyst is C1(C)C=CC=CC=1. The yield is 1.13. (8) The reactants are Br[C:2]1[CH:3]=[C:4]2[CH2:10][N:9]([CH2:11][C:12]3[CH:17]=[CH:16][C:15]([O:18][C:19]([F:22])([F:21])[F:20])=[CH:14][CH:13]=3)[C:8](=[O:23])[C:5]2=[N:6][CH:7]=1.CC1(C)C(C)(C)OB([C:32]2[CH:33]=[C:34]([NH:38][CH:39]=[O:40])[CH:35]=[CH:36][CH:37]=2)O1.C(=O)([O-])[O-].[K+].[K+]. The catalyst is CN(C)C=O.C1C=CC(P(C2C=CC=CC=2)[C-]2C=CC=C2)=CC=1.C1C=CC(P(C2C=CC=CC=2)[C-]2C=CC=C2)=CC=1.Cl[Pd]Cl.[Fe+2]. The product is [O:23]=[C:8]1[C:5]2=[N:6][CH:7]=[C:2]([C:32]3[CH:33]=[C:34]([NH:38][CH:39]=[O:40])[CH:35]=[CH:36][CH:37]=3)[CH:3]=[C:4]2[CH2:10][N:9]1[CH2:11][C:12]1[CH:17]=[CH:16][C:15]([O:18][C:19]([F:22])([F:21])[F:20])=[CH:14][CH:13]=1. The yield is 0.410.